From a dataset of Forward reaction prediction with 1.9M reactions from USPTO patents (1976-2016). Predict the product of the given reaction. (1) Given the reactants [CH3:1][C:2]1[C@@H:19]([O:20][C:21]([C@H:23]([OH:40])[C@@H:24]([NH:31][C:32]([C:34]2[CH:35]=[CH:36][CH:37]=[CH:38][CH:39]=2)=[O:33])[C:25]2[CH:26]=[CH:27][CH:28]=[CH:29][CH:30]=2)=[O:22])[CH2:18][C@:14]2([OH:41])[C:15]([CH3:17])([CH3:16])[C:3]=1[C@@H:4]([O:59][C:60]([CH3:62])=[O:61])[C:5]([C@@:7]1([CH3:58])[C@H:12]([C@@H:13]2[O:42][C:43]([C:45]2[CH:46]=[CH:47][CH:48]=[CH:49][CH:50]=2)=[O:44])[C@:11]2([O:53][C:54]([CH3:56])=[O:55])[CH2:51][O:52][C@@H:10]2[CH2:9][C@@H:8]1[OH:57])=[O:6].[CH3:63][C@@H:64]([C@@H:72]1[C@@:76]2([CH3:91])[CH2:77][CH2:78][C@@H:79]3[C@@:84]4([CH3:90])[CH2:85][CH2:86][C@H:87]([OH:89])[CH2:88][C:83]4=[CH:82][CH:81]=[C:80]3[C@@H:75]2[CH2:74][CH2:73]1)/[CH:65]=[CH:66]/[C@@H:67]([CH:69]([CH3:71])[CH3:70])[CH3:68], predict the reaction product. The product is: [CH3:1][C:2]1[C@@H:19]([O:20][C:21]([C@H:23]([OH:40])[C@@H:24]([NH:31][C:32]([C:34]2[CH:39]=[CH:38][CH:37]=[CH:36][CH:35]=2)=[O:33])[C:25]2[CH:26]=[CH:27][CH:28]=[CH:29][CH:30]=2)=[O:22])[CH2:18][C@:14]2([OH:41])[C:15]([CH3:16])([CH3:17])[C:3]=1[C@@H:4]([O:59][C:60]([CH3:62])=[O:61])[C:5]([C@@:7]1([CH3:58])[C@H:12]([C@@H:13]2[O:42][C:43]([C:45]2[CH:50]=[CH:49][CH:48]=[CH:47][CH:46]=2)=[O:44])[C@:11]2([O:53][C:54]([CH3:56])=[O:55])[CH2:51][O:52][C@@H:10]2[CH2:9][C@@H:8]1[OH:57])=[O:6].[CH3:63][C@@H:64]([C@@H:72]1[C@@:76]2([CH3:91])[CH2:77][CH2:78][C@@H:79]3[C@@:84]4([CH3:90])[CH2:85][CH2:86][C@H:87]([OH:89])[CH2:88][C:83]4=[CH:82][CH:81]=[C:80]3[C@@H:75]2[CH2:74][CH2:73]1)/[CH:65]=[CH:66]/[C@@H:67]([CH:69]([CH3:70])[CH3:71])[CH3:68]. (2) Given the reactants [F:1][C:2]1[CH:3]=[C:4]([C:9]2[NH:13][C:12](=[O:14])[C:11]3([CH2:18][CH2:17][CH2:16][CH2:15]3)[N:10]=2)[CH:5]=[C:6]([F:8])[CH:7]=1.[H-].[Na+].[C:21]([O:25][C:26](=[O:29])[CH2:27]Br)([CH3:24])([CH3:23])[CH3:22], predict the reaction product. The product is: [F:8][C:6]1[CH:5]=[C:4]([C:9]2[N:13]([CH2:27][C:26]([O:25][C:21]([CH3:24])([CH3:23])[CH3:22])=[O:29])[C:12](=[O:14])[C:11]3([CH2:18][CH2:17][CH2:16][CH2:15]3)[N:10]=2)[CH:3]=[C:2]([F:1])[CH:7]=1. (3) Given the reactants [O:1]=[C:2]([C:14]1[CH:23]=[C:22]([C:24]2[CH:29]=[CH:28][C:27]([CH3:30])=[CH:26][CH:25]=2)[C:21]2[C:20]([CH3:32])([CH3:31])[CH2:19][CH2:18][C:17]([CH3:34])([CH3:33])[C:16]=2[CH:15]=1)/[CH:3]=[CH:4]/[C:5]1[CH:13]=[CH:12][C:8]([C:9]([OH:11])=[O:10])=[CH:7][CH:6]=1.O.O.O.O.O.O.O.[Cl-].[Ce+3].[Cl-].[Cl-].[BH4-].[Na+], predict the reaction product. The product is: [OH:1][CH:2]([C:14]1[CH:23]=[C:22]([C:24]2[CH:29]=[CH:28][C:27]([CH3:30])=[CH:26][CH:25]=2)[C:21]2[C:20]([CH3:32])([CH3:31])[CH2:19][CH2:18][C:17]([CH3:34])([CH3:33])[C:16]=2[CH:15]=1)/[CH:3]=[CH:4]/[C:5]1[CH:6]=[CH:7][C:8]([C:9]([OH:11])=[O:10])=[CH:12][CH:13]=1. (4) Given the reactants [OH-:1].[Na+].[F:3][C:4]1[CH:9]=[CH:8][C:7]([C:10]([N:12]2[CH2:17][CH2:16][N:15]3[N:18]=[C:19]([CH2:24][O:25][C:26]4[CH:31]=[CH:30][CH:29]=[CH:28][CH:27]=4)[C:20](B(O)O)=[C:14]3[CH2:13]2)=[O:11])=[CH:6][CH:5]=1.OO, predict the reaction product. The product is: [F:3][C:4]1[CH:9]=[CH:8][C:7]([C:10]([N:12]2[CH2:17][CH2:16][N:15]3[N:18]=[C:19]([CH2:24][O:25][C:26]4[CH:31]=[CH:30][CH:29]=[CH:28][CH:27]=4)[C:20]([OH:1])=[C:14]3[CH2:13]2)=[O:11])=[CH:6][CH:5]=1. (5) Given the reactants [C:1]([NH:4][CH:5]1[CH2:10][CH2:9][NH:8][CH2:7][CH2:6]1)(=[O:3])[CH3:2].F[C:12]1[CH:19]=[CH:18][C:15]([CH:16]=[O:17])=[CH:14][CH:13]=1.C([O-])([O-])=O.[K+].[K+], predict the reaction product. The product is: [CH:16]([C:15]1[CH:18]=[CH:19][C:12]([N:8]2[CH2:9][CH2:10][CH:5]([NH:4][C:1](=[O:3])[CH3:2])[CH2:6][CH2:7]2)=[CH:13][CH:14]=1)=[O:17]. (6) Given the reactants [CH3:1][O:2][C:3]1[CH:8]=[CH:7][C:6]([C:9]2[CH2:14][CH2:13][CH2:12][C:11](=[O:15])[CH:10]=2)=[CH:5][CH:4]=1.[H][H].[Cr](O[Cr]([O-])(=O)=O)([O-])(=O)=O.[NH+]1C=CC=CC=1.[NH+]1C=CC=CC=1.FC(F)(F)C([O-])=O.[NH+]1C=CC=CC=1, predict the reaction product. The product is: [CH3:1][O:2][C:3]1[CH:4]=[CH:5][C:6]([CH:9]2[CH2:14][CH2:13][CH2:12][C:11](=[O:15])[CH2:10]2)=[CH:7][CH:8]=1. (7) Given the reactants C([O:3][C:4](=[O:39])[C:5]([O:31][C:32]1[CH:37]=[CH:36][CH:35]=[CH:34][C:33]=1[F:38])([CH3:30])[CH2:6][C:7]1[CH:12]=[CH:11][C:10]([O:13][CH2:14][CH2:15][CH:16]2[CH2:20][N:19]([CH2:21][C:22]3[CH:27]=[CH:26][CH:25]=[CH:24][CH:23]=3)[C:18](=[O:28])[N:17]2[CH3:29])=[CH:9][CH:8]=1)C.[OH-].[Na+], predict the reaction product. The product is: [CH2:21]([N:19]1[CH2:20][CH:16]([CH2:15][CH2:14][O:13][C:10]2[CH:11]=[CH:12][C:7]([CH2:6][C:5]([O:31][C:32]3[CH:37]=[CH:36][CH:35]=[CH:34][C:33]=3[F:38])([CH3:30])[C:4]([OH:39])=[O:3])=[CH:8][CH:9]=2)[N:17]([CH3:29])[C:18]1=[O:28])[C:22]1[CH:27]=[CH:26][CH:25]=[CH:24][CH:23]=1. (8) Given the reactants [OH:1][N:2]1C(=O)C2=CC=CC=C2C1=O.[C:13]([C:15]1[CH:22]=[CH:21][C:18]([CH2:19]Br)=[CH:17][CH:16]=1)#[N:14].N12CCCN=C1CCCCC2.[ClH:34].C1(=O)NC(=O)C2=CC=CC=C12.O.NN, predict the reaction product. The product is: [ClH:34].[C:13]([C:15]1[CH:22]=[CH:21][C:18]([CH2:19][O:1][NH2:2])=[CH:17][CH:16]=1)#[N:14]. (9) Given the reactants [OH:1][C:2]([CH3:36])([CH3:35])[CH2:3][C@:4]1([C:29]2[CH:34]=[CH:33][CH:32]=[CH:31][CH:30]=2)[CH2:10][CH2:9][CH2:8][N:7]([C@H:11]([C:13]2[CH:18]=[CH:17][C:16](B3OC(C)(C)C(C)(C)O3)=[CH:15][CH:14]=2)[CH3:12])[C:6](=[O:28])[NH:5]1.[CH:37]1([N:40]2[CH:45]=[CH:44][C:43]([I:46])=[CH:42][C:41]2=[O:47])[CH2:39][CH2:38]1, predict the reaction product. The product is: [CH:37]1([N:40]2[CH:45]=[CH:44][C:43]([C:16]3[CH:15]=[CH:14][C:13]([C@@H:11]([N:7]4[CH2:8][CH2:9][CH2:10][C@:4]([CH2:3][C:2]([OH:1])([CH3:35])[CH3:36])([C:29]5[CH:34]=[CH:33][CH:32]=[CH:31][CH:30]=5)[NH:5][C:6]4=[O:28])[CH3:12])=[CH:18][CH:17]=3)=[CH:42][C:41]2=[O:47])[CH2:39][CH2:38]1.[CH:37]1([N:40]2[CH:45]=[CH:44][C:43]([I:46])=[CH:42][C:41]2=[O:47])[CH2:39][CH2:38]1.